Dataset: Reaction yield outcomes from USPTO patents with 853,638 reactions. Task: Predict the reaction yield, written as a fraction of the theoretical maximum amount of product (1.0 means a 100% yield; for example, 0.34 means a 34% yield). (1) The reactants are [Cl-].O[NH3+:3].[C:4](=[O:7])([O-])[OH:5].[Na+].CS(C)=O.[CH2:13]([C:17]1[N:22]2[N:23]=[CH:24][N:25]=[C:21]2[N:20]([C@H:26]2[CH2:31][CH2:30][C@H:29]([O:32][CH:33]([CH3:38])[C:34]([OH:37])([CH3:36])[CH3:35])[CH2:28][CH2:27]2)[C:19](=[O:39])[C:18]=1[CH2:40][C:41]1[CH:46]=[CH:45][C:44]([C:47]2[C:48]([C:53]#[N:54])=[CH:49][CH:50]=[CH:51][CH:52]=2)=[CH:43][CH:42]=1)[CH2:14][CH2:15][CH3:16]. The catalyst is C(OCC)(=O)C. The product is [CH2:13]([C:17]1[N:22]2[N:23]=[CH:24][N:25]=[C:21]2[N:20]([C@H:26]2[CH2:31][CH2:30][C@H:29]([O:32][CH:33]([CH3:38])[C:34]([OH:37])([CH3:36])[CH3:35])[CH2:28][CH2:27]2)[C:19](=[O:39])[C:18]=1[CH2:40][C:41]1[CH:46]=[CH:45][C:44]([C:47]2[CH:52]=[CH:51][CH:50]=[CH:49][C:48]=2[C:53]2[NH:3][C:4](=[O:7])[O:5][N:54]=2)=[CH:43][CH:42]=1)[CH2:14][CH2:15][CH3:16]. The yield is 0.560. (2) The reactants are [F:1][C:2]1[CH:3]=[C:4]([CH:9]=[CH:10][CH:11]=1)[C:5]([NH:7][NH2:8])=[O:6].[NH2:12][C:13]1[C:14]([C:30](O)=[O:31])=[N:15][C:16]([C:19]2[CH:24]=[CH:23][C:22]([C:25](=[O:29])[N:26]([CH3:28])[CH3:27])=[CH:21][CH:20]=2)=[CH:17][N:18]=1.C(N(CC)CC)C.CN(C(ON1N=NC2C=CC=CC1=2)=[N+](C)C)C.[B-](F)(F)(F)F. The catalyst is CN(C=O)C.CCOC(C)=O.O. The product is [NH2:12][C:13]1[N:18]=[CH:17][C:16]([C:19]2[CH:20]=[CH:21][C:22]([C:25]([N:26]([CH3:27])[CH3:28])=[O:29])=[CH:23][CH:24]=2)=[N:15][C:14]=1[C:30]([NH:8][NH:7][C:5]([C:4]1[CH:9]=[CH:10][CH:11]=[C:2]([F:1])[CH:3]=1)=[O:6])=[O:31]. The yield is 0.780. (3) The reactants are C([NH:11][CH2:12][CH2:13][P:14](=O)([OH:16])[OH:15])(OCC1C=CC=CC=1)=O.[C:18]1([OH:24])[CH:23]=[CH:22][CH:21]=[CH:20][CH:19]=1.[CH:34]1(N=C=N[CH:34]2[CH2:39][CH2:38][CH2:37][CH2:36][CH2:35]2)[CH2:39][CH2:38][CH2:37][CH2:36][CH2:35]1. The catalyst is N1C=CC=CC=1.CC#N. The product is [C:18]1([O:24][P:14]([CH2:13][CH2:12][NH2:11])(=[O:15])[O:16][C:34]2[CH:35]=[CH:36][CH:37]=[CH:38][CH:39]=2)[CH:23]=[CH:22][CH:21]=[CH:20][CH:19]=1. The yield is 0.570.